Dataset: Forward reaction prediction with 1.9M reactions from USPTO patents (1976-2016). Task: Predict the product of the given reaction. Given the reactants [CH2:1]([O:3][C:4](=[O:24])[C:5]([CH3:23])([O:7][C:8]1[CH:13]=[CH:12][C:11]([CH:14]2[C:16]([CH3:21])([Si](C)(C)C)[O:15]2)=[CH:10][C:9]=1[CH3:22])[CH3:6])[CH3:2].S(=O)(=O)(O)O.O, predict the reaction product. The product is: [CH2:1]([O:3][C:4](=[O:24])[C:5]([CH3:23])([O:7][C:8]1[CH:13]=[CH:12][C:11]([CH2:14][C:16](=[O:15])[CH3:21])=[CH:10][C:9]=1[CH3:22])[CH3:6])[CH3:2].